From a dataset of Catalyst prediction with 721,799 reactions and 888 catalyst types from USPTO. Predict which catalyst facilitates the given reaction. (1) Reactant: [Li+].C[Si]([N-][Si](C)(C)C)(C)C.CO[C:13](=[O:62])[N:14]([CH2:24][CH2:25][C:26]1[CH:27]=[C:28]2[C:32](=[CH:33][C:34]=1[NH2:35])[N:31]([C:36]([C:49]1[CH:54]=[CH:53][CH:52]=[CH:51][CH:50]=1)([C:43]1[CH:48]=[CH:47][CH:46]=[CH:45][CH:44]=1)[C:37]1[CH:42]=[CH:41][CH:40]=[CH:39][CH:38]=1)[N:30]=[C:29]2[C:55]1[CH:60]=[CH:59][N:58]=[C:57]([CH3:61])[CH:56]=1)[C@@H:15]([C:17]1[CH:22]=[CH:21][C:20]([F:23])=[CH:19][CH:18]=1)[CH3:16]. Product: [F:23][C:20]1[CH:21]=[CH:22][C:17]([C@H:15]([N:14]2[CH2:24][CH2:25][C:26]3[CH:27]=[C:28]4[C:32](=[CH:33][C:34]=3[NH:35][C:13]2=[O:62])[N:31]([C:36]([C:37]2[CH:38]=[CH:39][CH:40]=[CH:41][CH:42]=2)([C:49]2[CH:54]=[CH:53][CH:52]=[CH:51][CH:50]=2)[C:43]2[CH:44]=[CH:45][CH:46]=[CH:47][CH:48]=2)[N:30]=[C:29]4[C:55]2[CH:60]=[CH:59][N:58]=[C:57]([CH3:61])[CH:56]=2)[CH3:16])=[CH:18][CH:19]=1. The catalyst class is: 1. (2) Reactant: [F:1][C:2]([F:9])([F:8])[C@H:3]([OH:7])[CH2:4][CH2:5]I.[N-:10]=[N+:11]=[N-:12].[Na+]. Product: [N:10]([CH2:5][CH2:4][C@@H:3]([OH:7])[C:2]([F:9])([F:8])[F:1])=[N+:11]=[N-:12]. The catalyst class is: 58. (3) Product: [O:30]1[C:31]2[CH:32]=[CH:33][C:34]([C:4]([C:6]3[C:15](=[O:16])[C:14]4[C:9](=[N:10][C:11]([CH3:18])=[C:12]([CH3:17])[CH:13]=4)[N:8]([CH2:19][C:20]4[CH:25]=[CH:24][CH:23]=[C:22]([CH3:26])[N:21]=4)[CH:7]=3)=[O:5])=[CH:35][C:36]=2[O:37][CH2:28][CH2:29]1. The catalyst class is: 1. Reactant: CON(C)[C:4]([C:6]1[C:15](=[O:16])[C:14]2[C:9](=[N:10][C:11]([CH3:18])=[C:12]([CH3:17])[CH:13]=2)[N:8]([CH2:19][C:20]2[CH:25]=[CH:24][CH:23]=[C:22]([CH3:26])[N:21]=2)[CH:7]=1)=[O:5].[CH2:28]1[O:37][C:36]2[C:31](=[CH:32][C-:33]=[CH:34][CH:35]=2)[O:30][CH2:29]1.[Mg+2].[Br-]. (4) The catalyst class is: 3. Reactant: [H-].[Na+].[OH:3][C@H:4]1[C@H:8]([O:9][C:10]2[CH:11]=[CH:12][CH:13]=[C:14]3[C:19]=2[N:18]=[C:17]([C:20]2[N:24]4[CH:25]=[CH:26][C:27]([O:29][CH2:30][CH2:31][O:32][CH3:33])=[CH:28][C:23]4=[N:22][CH:21]=2)[CH:16]=[CH:15]3)[CH2:7][N:6]([C:34]([O:36][CH2:37][C:38]2[CH:47]=[CH:46][C:45]3[C:40](=[CH:41][CH:42]=[CH:43][CH:44]=3)[CH:39]=2)=[O:35])[CH2:5]1.I[CH3:49]. Product: [CH3:49][O:3][C@H:4]1[C@H:8]([O:9][C:10]2[CH:11]=[CH:12][CH:13]=[C:14]3[C:19]=2[N:18]=[C:17]([C:20]2[N:24]4[CH:25]=[CH:26][C:27]([O:29][CH2:30][CH2:31][O:32][CH3:33])=[CH:28][C:23]4=[N:22][CH:21]=2)[CH:16]=[CH:15]3)[CH2:7][N:6]([C:34]([O:36][CH2:37][C:38]2[CH:47]=[CH:46][C:45]3[C:40](=[CH:41][CH:42]=[CH:43][CH:44]=3)[CH:39]=2)=[O:35])[CH2:5]1. (5) Reactant: C(OC([N:8]1[CH2:13][CH2:12][CH:11]([N:14]([C:20]2[CH:25]=[CH:24][C:23]([O:26][CH2:27][C:28]3[CH:33]=[CH:32][C:31]([F:34])=[CH:30][CH:29]=3)=[CH:22][CH:21]=2)[CH2:15][CH2:16][CH:17]([CH3:19])[CH3:18])[CH2:10][CH2:9]1)=O)(C)(C)C.C(O)(C(F)(F)F)=O. Product: [F:34][C:31]1[CH:32]=[CH:33][C:28]([CH2:27][O:26][C:23]2[CH:22]=[CH:21][C:20]([N:14]([CH2:15][CH2:16][CH:17]([CH3:18])[CH3:19])[CH:11]3[CH2:10][CH2:9][NH:8][CH2:13][CH2:12]3)=[CH:25][CH:24]=2)=[CH:29][CH:30]=1. The catalyst class is: 2. (6) Reactant: O.[OH-].[Li+].C[O:5][C:6](=[O:22])[C:7]1[CH:12]=[CH:11][CH:10]=[C:9]([CH2:13][N:14]2[C:19](=[O:20])[CH:18]=[CH:17][C:16]([Cl:21])=[N:15]2)[CH:8]=1. Product: [Cl:21][C:16]1[CH:17]=[CH:18][C:19](=[O:20])[N:14]([CH2:13][C:9]2[CH:8]=[C:7]([CH:12]=[CH:11][CH:10]=2)[C:6]([OH:22])=[O:5])[N:15]=1. The catalyst class is: 20. (7) Reactant: [H-].[H-].[H-].[H-].[Li+].[Al+3].[Al+3].[Cl-].[Cl-].[Cl-].[Br:11][C:12]1[CH:17]=[CH:16][CH:15]=[CH:14][C:13]=1[CH:18]([C:20]1[CH:25]=[CH:24][CH:23]=[C:22]([O:26][CH3:27])[CH:21]=1)O.CCOC(C)=O. Product: [Br:11][C:12]1[CH:17]=[CH:16][CH:15]=[CH:14][C:13]=1[CH2:18][C:20]1[CH:21]=[C:22]([O:26][CH3:27])[CH:23]=[CH:24][CH:25]=1. The catalyst class is: 28.